Predict the product of the given reaction. From a dataset of Forward reaction prediction with 1.9M reactions from USPTO patents (1976-2016). (1) The product is: [C:31]([C:28]1[CH:29]=[CH:30][C:24]2[O:23][CH2:22][CH2:21][C@@H:20]([OH:19])[C@H:26]([N:34]([S:35]([CH2:38][CH3:39])(=[O:37])=[O:36])[CH3:33])[C:25]=2[CH:27]=1)#[N:32]. Given the reactants [F-].C([N+](CCCC)(CCCC)CCCC)CCC.[O:19]1[CH:26]2[CH:20]1[CH2:21][CH2:22][O:23][C:24]1[CH:30]=[CH:29][C:28]([C:31]#[N:32])=[CH:27][C:25]=12.[CH3:33][N:34]([Si](C)(C)C)[S:35]([CH2:38][CH3:39])(=[O:37])=[O:36], predict the reaction product. (2) Given the reactants Cl.C(O)(C)C.[S:6]1[C:10]2[CH:11]=[CH:12][CH:13]=[CH:14][C:9]=2[N:8]=[C:7]1[NH:15][C@H:16]1[CH2:19][C@H:18]([O:20]CC2C=CC=CC=2)[CH2:17]1.C([O-])(O)=O.[Na+], predict the reaction product. The product is: [S:6]1[C:10]2[CH:11]=[CH:12][CH:13]=[CH:14][C:9]=2[N:8]=[C:7]1[NH:15][C@H:16]1[CH2:17][C@H:18]([OH:20])[CH2:19]1. (3) Given the reactants [Cl:1][C:2]1[CH:3]=[CH:4][C:5]([O:15][CH2:16][CH:17]2[CH2:22][CH2:21][CH2:20][CH2:19][CH2:18]2)=[C:6]([C:8](=O)[CH2:9][CH2:10][C:11](=O)[CH3:12])[CH:7]=1.[CH2:23]([O:25][C:26](=[O:34])[C:27]1[CH:32]=[CH:31][CH:30]=[C:29]([NH2:33])[CH:28]=1)[CH3:24].CC1C=CC(S(O)(=O)=O)=CC=1, predict the reaction product. The product is: [CH2:23]([O:25][C:26](=[O:34])[C:27]1[CH:32]=[CH:31][CH:30]=[C:29]([N:33]2[C:11]([CH3:12])=[CH:10][CH:9]=[C:8]2[C:6]2[CH:7]=[C:2]([Cl:1])[CH:3]=[CH:4][C:5]=2[O:15][CH2:16][CH:17]2[CH2:22][CH2:21][CH2:20][CH2:19][CH2:18]2)[CH:28]=1)[CH3:24]. (4) Given the reactants [F:1][C:2]1([F:25])[CH2:5][CH:4]([CH2:6][C:7]2[N:8]=[C:9]([C:12]3[O:16][C:15]([CH2:17][C:18]([CH3:24])([CH3:23])[C:19]([O:21]C)=[O:20])=[N:14][N:13]=3)[S:10][CH:11]=2)[CH2:3]1.Br[C:27]1[CH:32]=[CH:31][C:30]([S:33]([NH:36][C@@H:37]([CH2:42][CH3:43])[C:38]([F:41])([F:40])[F:39])(=[O:35])=[O:34])=[C:29]([Cl:44])[C:28]=1[Cl:45], predict the reaction product. The product is: [Cl:45][C:28]1[C:29]([Cl:44])=[C:30]([S:33](=[O:34])(=[O:35])[NH:36][C@@H:37]([CH2:42][CH3:43])[C:38]([F:39])([F:40])[F:41])[CH:31]=[CH:32][C:27]=1[C:11]1[S:10][C:9]([C:12]2[O:16][C:15]([CH2:17][C:18]([CH3:24])([CH3:23])[C:19]([OH:21])=[O:20])=[N:14][N:13]=2)=[N:8][C:7]=1[CH2:6][CH:4]1[CH2:3][C:2]([F:25])([F:1])[CH2:5]1. (5) The product is: [CH3:15][O:16][CH2:17][C:18]([NH:7][C:6]1[CH:8]=[C:9]([C:11]([F:12])([F:13])[F:14])[CH:10]=[C:4]([N+:1]([O-:3])=[O:2])[CH:5]=1)=[O:19]. Given the reactants [N+:1]([C:4]1[CH:5]=[C:6]([CH:8]=[C:9]([C:11]([F:14])([F:13])[F:12])[CH:10]=1)[NH2:7])([O-:3])=[O:2].[CH3:15][O:16][CH2:17][C:18](O)=[O:19].ON1C2C=CC=CC=2N=N1.CN1CCOCC1, predict the reaction product. (6) The product is: [ClH:28].[Cl:28][C:24]1[CH:23]=[C:22]([CH:27]=[CH:26][CH:25]=1)[CH2:21][NH:20][C:18]1[CH:17]=[CH:16][N:15]=[C:14]([N:11]2[CH2:10][CH2:9][NH:8][CH2:13][CH2:12]2)[N:19]=1. Given the reactants C(OC([N:8]1[CH2:13][CH2:12][N:11]([C:14]2[N:19]=[C:18]([NH:20][CH2:21][C:22]3[CH:27]=[CH:26][CH:25]=[C:24]([Cl:28])[CH:23]=3)[CH:17]=[CH:16][N:15]=2)[CH2:10][CH2:9]1)=O)(C)(C)C.C(O)(C(F)(F)F)=O, predict the reaction product.